This data is from Forward reaction prediction with 1.9M reactions from USPTO patents (1976-2016). The task is: Predict the product of the given reaction. (1) Given the reactants FC(F)(F)C(O)=O.[NH2:8][C:9]1[CH:17]=[C:16]2[C:12]([CH:13]=[C:14]([C:25]([O:27][CH3:28])=[O:26])[N:15]2C(OC(C)(C)C)=O)=[CH:11][CH:10]=1, predict the reaction product. The product is: [NH2:8][C:9]1[CH:17]=[C:16]2[C:12]([CH:13]=[C:14]([C:25]([O:27][CH3:28])=[O:26])[NH:15]2)=[CH:11][CH:10]=1. (2) Given the reactants [N+:1]([C:4]1[CH:12]=[C:11]([N+:13]([O-])=O)[CH:10]=[CH:9][C:5]=1[C:6]([OH:8])=O)([O-])=O.[CH3:16][C:17]1[CH:22]=[C:21]([CH3:23])[CH:20]=[CH:19][C:18]=1[N:24]1[CH2:29][CH2:28][NH:27][CH2:26][CH2:25]1, predict the reaction product. The product is: [NH2:1][C:4]1[CH:12]=[C:11]([NH2:13])[CH:10]=[CH:9][C:5]=1[C:6]([N:27]1[CH2:28][CH2:29][N:24]([C:18]2[CH:19]=[CH:20][C:21]([CH3:23])=[CH:22][C:17]=2[CH3:16])[CH2:25][CH2:26]1)=[O:8]. (3) Given the reactants [ClH:1].C(OC([N:9]1[CH2:12][CH:11]([O:13][C:14]2[CH:15]=[N:16][C:17]([C:20]3[CH:25]=[CH:24][C:23]([C:26](=[O:31])[NH:27][CH2:28][CH2:29][OH:30])=[C:22]([F:32])[CH:21]=3)=[CH:18][CH:19]=2)[CH2:10]1)=O)(C)(C)C, predict the reaction product. The product is: [ClH:1].[NH:9]1[CH2:12][CH:11]([O:13][C:14]2[CH:19]=[CH:18][C:17]([C:20]3[CH:25]=[CH:24][C:23]([C:26]([NH:27][CH2:28][CH2:29][OH:30])=[O:31])=[C:22]([F:32])[CH:21]=3)=[N:16][CH:15]=2)[CH2:10]1. (4) Given the reactants CC1C(C)=CC=CC=1OC1N=CC(N)=CC=1.[CH3:17][CH:18]([C:20]1[CH:21]=[C:22]([O:26][C:27]2[N:32]=[CH:31][C:30]([NH2:33])=[CH:29][CH:28]=2)[CH:23]=[CH:24][CH:25]=1)[CH3:19].C[O:35][C:36]([NH:38][N:39]=[CH:40]OC)=O, predict the reaction product. The product is: [CH3:19][CH:18]([C:20]1[CH:21]=[C:22]([O:26][C:27]2[N:32]=[CH:31][C:30]([N:33]3[CH:40]=[N:39][NH:38][C:36]3=[O:35])=[CH:29][CH:28]=2)[CH:23]=[CH:24][CH:25]=1)[CH3:17].